From a dataset of Merck oncology drug combination screen with 23,052 pairs across 39 cell lines. Regression. Given two drug SMILES strings and cell line genomic features, predict the synergy score measuring deviation from expected non-interaction effect. (1) Drug 1: CN(C)C(=N)N=C(N)N. Drug 2: C#Cc1cccc(Nc2ncnc3cc(OCCOC)c(OCCOC)cc23)c1. Cell line: DLD1. Synergy scores: synergy=7.61. (2) Drug 1: COC12C(COC(N)=O)C3=C(C(=O)C(C)=C(N)C3=O)N1CC1NC12. Drug 2: NC(=O)c1cccc2cn(-c3ccc(C4CCCNC4)cc3)nc12. Cell line: HT144. Synergy scores: synergy=4.71. (3) Drug 1: CN1C(=O)C=CC2(C)C3CCC4(C)C(NC(=O)OCC(F)(F)F)CCC4C3CCC12. Synergy scores: synergy=42.5. Drug 2: CC1CC2C3CCC4=CC(=O)C=CC4(C)C3(F)C(O)CC2(C)C1(O)C(=O)CO. Cell line: OCUBM. (4) Drug 1: C=CCn1c(=O)c2cnc(Nc3ccc(N4CCN(C)CC4)cc3)nc2n1-c1cccc(C(C)(C)O)n1. Drug 2: C#Cc1cccc(Nc2ncnc3cc(OCCOC)c(OCCOC)cc23)c1. Cell line: EFM192B. Synergy scores: synergy=2.40. (5) Drug 1: N#Cc1ccc(Cn2cncc2CN2CCN(c3cccc(Cl)c3)C(=O)C2)cc1. Drug 2: NC(=O)c1cccc2cn(-c3ccc(C4CCCNC4)cc3)nc12. Cell line: UWB1289. Synergy scores: synergy=21.8.